From a dataset of Catalyst prediction with 721,799 reactions and 888 catalyst types from USPTO. Predict which catalyst facilitates the given reaction. Reactant: [Br:1][C:2]1[CH:7]=[CH:6][C:5]([CH:8](Cl)[N:9]=[C:10]=[O:11])=[CH:4][CH:3]=1.[F:13][C:14]([F:30])([F:29])[C:15]1[CH:16]=[C:17]([NH:21][C:22]2[CH2:27][CH2:26][CH2:25][C:24](=[O:28])[CH:23]=2)[CH:18]=[CH:19][CH:20]=1. Product: [Br:1][C:2]1[CH:7]=[CH:6][C:5]([CH:8]2[C:23]3[C:24](=[O:28])[CH2:25][CH2:26][CH2:27][C:22]=3[N:21]([C:17]3[CH:18]=[CH:19][CH:20]=[C:15]([C:14]([F:13])([F:29])[F:30])[CH:16]=3)[C:10](=[O:11])[NH:9]2)=[CH:4][CH:3]=1. The catalyst class is: 4.